Dataset: Catalyst prediction with 721,799 reactions and 888 catalyst types from USPTO. Task: Predict which catalyst facilitates the given reaction. (1) Reactant: [CH2:1]([C@@H:8]1[CH2:13][N:12]([CH2:14][C:15]2[CH:20]=[CH:19][CH:18]=[CH:17][CH:16]=2)[CH2:11][CH2:10][N:9]1[C:21]([C:23]1[N:24]=[CH:25][N:26]([CH2:34][CH2:35][N:36]([CH:44]2[CH2:49][CH2:48][O:47][CH2:46][CH2:45]2)C(=O)OC(C)(C)C)[C:27]=1[C:28]1[CH:33]=[CH:32][CH:31]=[CH:30][CH:29]=1)=[O:22])[C:2]1[CH:7]=[CH:6][CH:5]=[CH:4][CH:3]=1.C(O)(C(F)(F)F)=O.C(=O)(O)[O-].[Na+].C(=O)([O-])[O-].[K+].[K+]. Product: [CH2:1]([C@@H:8]1[CH2:13][N:12]([CH2:14][C:15]2[CH:16]=[CH:17][CH:18]=[CH:19][CH:20]=2)[CH2:11][CH2:10][N:9]1[C:21]([C:23]1[N:24]=[CH:25][N:26]([CH2:34][CH2:35][NH:36][CH:44]2[CH2:45][CH2:46][O:47][CH2:48][CH2:49]2)[C:27]=1[C:28]1[CH:29]=[CH:30][CH:31]=[CH:32][CH:33]=1)=[O:22])[C:2]1[CH:3]=[CH:4][CH:5]=[CH:6][CH:7]=1. The catalyst class is: 4. (2) Reactant: [N+:1]([C:4]1[CH:5]=[C:6]2[C:10](=[CH:11][CH:12]=1)[CH2:9][N:8]([C:13]([O:15][C:16]([CH3:19])([CH3:18])[CH3:17])=[O:14])[CH2:7]2)([O-])=O. Product: [NH2:1][C:4]1[CH:5]=[C:6]2[C:10](=[CH:11][CH:12]=1)[CH2:9][N:8]([C:13]([O:15][C:16]([CH3:19])([CH3:18])[CH3:17])=[O:14])[CH2:7]2. The catalyst class is: 63. (3) The catalyst class is: 6. Product: [CH2:36]([O:30][C:29]([CH:28]1[CH2:32][CH2:33][N:25]([C:2]2[CH:11]=[C:10]([NH:12][CH2:13][C:14]3[CH:19]=[CH:18][C:17]([O:20][CH3:21])=[C:16]([Cl:22])[CH:15]=3)[C:9]3[C:4](=[CH:5][CH:6]=[C:7]([C:23]#[N:24])[CH:8]=3)[N:3]=2)[CH2:26][CH2:27]1)=[O:31])[CH3:37]. Reactant: Cl[C:2]1[CH:11]=[C:10]([NH:12][CH2:13][C:14]2[CH:19]=[CH:18][C:17]([O:20][CH3:21])=[C:16]([Cl:22])[CH:15]=2)[C:9]2[C:4](=[CH:5][CH:6]=[C:7]([C:23]#[N:24])[CH:8]=2)[N:3]=1.[NH:25]1[CH2:33][CH2:32][CH:28]([C:29]([OH:31])=[O:30])[CH2:27][CH2:26]1.CN1CC[CH2:37][C:36]1=O.